Dataset: Full USPTO retrosynthesis dataset with 1.9M reactions from patents (1976-2016). Task: Predict the reactants needed to synthesize the given product. Given the product [Br:13][CH2:9][C:5]1[CH:6]=[C:7]([F:8])[C:2]([Cl:1])=[CH:3][C:4]=1[F:11], predict the reactants needed to synthesize it. The reactants are: [Cl:1][C:2]1[C:7]([F:8])=[CH:6][C:5]([CH2:9]O)=[C:4]([F:11])[CH:3]=1.P(Br)(Br)[Br:13].O.